From a dataset of Reaction yield outcomes from USPTO patents with 853,638 reactions. Predict the reaction yield, written as a fraction of the theoretical maximum amount of product (1.0 means a 100% yield; for example, 0.34 means a 34% yield). (1) The reactants are C1C([C@@H](O)[C@H](NC(C(Cl)Cl)=O)CO)=CC=C([N+]([O-])=O)C=1.CC1C2NC3C(C=2C(C)=NC=1N)=CC=CC=3.[O:37]=[CH:38][C@@H:39]([C@H:41]([C@@H:43]([C@@H:45]([CH2:47][OH:48])[OH:46])[OH:44])[OH:42])[OH:40].N[C@H](C(O)=O)CC1C2C(=CC=CC=2)NC=1. The catalyst is [O-]S([O-])(=O)=O.[Cu+2].O. The product is [O:37]=[CH:38][C@@H:39]([C@H:41]([C@@H:43]([C@@H:45]([CH2:47][OH:48])[OH:46])[OH:44])[OH:42])[OH:40]. The yield is 0.500. (2) The reactants are [Cl:1][C:2]1[N:3]=[C:4]([N:14]2[CH2:19][CH2:18][O:17][CH2:16][CH2:15]2)[C:5]2[S:10][C:9]([CH2:11][NH:12][CH3:13])=[CH:8][C:6]=2[N:7]=1.[CH3:20][CH:21]([CH3:30])[CH2:22][N:23]1[CH2:28][CH2:27][C:26](=O)[CH2:25][CH2:24]1. No catalyst specified. The product is [Cl:1][C:2]1[N:3]=[C:4]([N:14]2[CH2:19][CH2:18][O:17][CH2:16][CH2:15]2)[C:5]2[S:10][C:9]([CH2:11][N:12]([CH:26]3[CH2:27][CH2:28][N:23]([CH2:22][CH:21]([CH3:30])[CH3:20])[CH2:24][CH2:25]3)[CH3:13])=[CH:8][C:6]=2[N:7]=1. The yield is 0.480.